From a dataset of Peptide-MHC class I binding affinity with 185,985 pairs from IEDB/IMGT. Regression. Given a peptide amino acid sequence and an MHC pseudo amino acid sequence, predict their binding affinity value. This is MHC class I binding data. The peptide sequence is YLRQRQAAL. The MHC is HLA-B27:05 with pseudo-sequence HLA-B27:05. The binding affinity (normalized) is 0.0847.